From a dataset of Full USPTO retrosynthesis dataset with 1.9M reactions from patents (1976-2016). Predict the reactants needed to synthesize the given product. Given the product [F:37][S:34]([F:35])([F:36])([F:38])([F:39])[C:31]1[CH:32]=[CH:33][C:28](/[CH:27]=[CH:26]/[C:23]2[O:24][CH:25]=[C:21]([CH2:20][O:18][C:15]3[CH:14]=[CH:13][C:12]([CH2:11][O:10][CH2:9][CH2:8][N:3]4[CH:7]=[CH:6][N:5]=[N:4]4)=[CH:17][CH:16]=3)[N:22]=2)=[CH:29][CH:30]=1, predict the reactants needed to synthesize it. The reactants are: [H-].[Na+].[N:3]1([CH2:8][CH2:9][O:10][CH2:11][C:12]2[CH:17]=[CH:16][C:15]([OH:18])=[CH:14][CH:13]=2)[CH:7]=[CH:6][N:5]=[N:4]1.Cl[CH2:20][C:21]1[N:22]=[C:23]([CH:26]=[CH:27][C:28]2[CH:33]=[CH:32][C:31]([S:34]([F:39])([F:38])([F:37])([F:36])[F:35])=[CH:30][CH:29]=2)[O:24][CH:25]=1.O.